This data is from Full USPTO retrosynthesis dataset with 1.9M reactions from patents (1976-2016). The task is: Predict the reactants needed to synthesize the given product. (1) Given the product [Cl:1][C:2]1[N:7]=[CH:6][C:5]([CH2:8][N:9]2[C:13]([CH3:14])=[CH:12][C:11]([C:15]3[O:17][N:21]=[C:20]([C:22]4[CH:23]=[CH:24][C:25]([C:28]5([C:34]([N:36]([CH3:38])[CH3:37])=[O:35])[CH2:29][CH2:30][O:31][CH2:32][CH2:33]5)=[CH:26][CH:27]=4)[N:19]=3)=[N:10]2)=[CH:4][CH:3]=1, predict the reactants needed to synthesize it. The reactants are: [Cl:1][C:2]1[N:7]=[CH:6][C:5]([CH2:8][N:9]2[C:13]([CH3:14])=[CH:12][C:11]([C:15]([OH:17])=O)=[N:10]2)=[CH:4][CH:3]=1.O[N:19]=[C:20]([C:22]1[CH:27]=[CH:26][C:25]([C:28]2([C:34]([N:36]([CH3:38])[CH3:37])=[O:35])[CH2:33][CH2:32][O:31][CH2:30][CH2:29]2)=[CH:24][CH:23]=1)[NH2:21]. (2) Given the product [CH:32]1([CH2:31][O:30][C:22]2[CH:23]=[C:24]([O:28][CH3:29])[C:25]([F:27])=[CH:26][C:21]=2[C:20]2[CH:19]=[CH:18][N:17]=[C:16]3[C:12]([C:10]([NH:9][C@H:6]4[CH2:7][CH2:8][C@@H:3]([NH:2][C:36](=[O:39])[CH2:37][CH3:38])[CH2:4][CH2:5]4)=[O:11])=[C:13]([CH3:35])[NH:14][C:15]=23)[CH2:33][CH2:34]1, predict the reactants needed to synthesize it. The reactants are: Cl.[NH2:2][C@@H:3]1[CH2:8][CH2:7][C@H:6]([NH:9][C:10]([C:12]2[C:16]3=[N:17][CH:18]=[CH:19][C:20]([C:21]4[CH:26]=[C:25]([F:27])[C:24]([O:28][CH3:29])=[CH:23][C:22]=4[O:30][CH2:31][CH:32]4[CH2:34][CH2:33]4)=[C:15]3[NH:14][C:13]=2[CH3:35])=[O:11])[CH2:5][CH2:4]1.[C:36](Cl)(=[O:39])[CH2:37][CH3:38]. (3) Given the product [Cl:1][C:2]1[CH:3]=[CH:4][C:5]2[N:11]3[CH:12]=[CH:13][CH:14]=[C:10]3[CH:9]([C:15]([CH3:19])([CH3:20])[C:16]([N:32]3[CH2:37][CH2:36][CH:35]([CH2:38][C:39]([O:41][CH2:42][CH3:43])=[O:40])[CH2:34][CH2:33]3)=[O:17])[O:8][CH:7]([C:21]3[CH:26]=[CH:25][CH:24]=[C:23]([O:27][CH3:28])[C:22]=3[O:29][CH3:30])[C:6]=2[CH:31]=1, predict the reactants needed to synthesize it. The reactants are: [Cl:1][C:2]1[CH:3]=[CH:4][C:5]2[N:11]3[CH:12]=[CH:13][CH:14]=[C:10]3[CH:9]([C:15]([CH3:20])([CH3:19])[C:16](O)=[O:17])[O:8][CH:7]([C:21]3[CH:26]=[CH:25][CH:24]=[C:23]([O:27][CH3:28])[C:22]=3[O:29][CH3:30])[C:6]=2[CH:31]=1.[NH:32]1[CH2:37][CH2:36][CH:35]([CH2:38][C:39]([O:41][CH2:42][CH3:43])=[O:40])[CH2:34][CH2:33]1. (4) Given the product [CH3:15][C:14]1[N:6]2[C:5]3[CH:10]=[CH:11][CH:12]=[CH:13][C:4]=3[NH:3][CH:2]([CH3:1])[CH2:8][C:7]2=[N:18][N:17]=1, predict the reactants needed to synthesize it. The reactants are: [CH3:1][CH:2]1[CH2:8][C:7](=S)[NH:6][C:5]2[CH:10]=[CH:11][CH:12]=[CH:13][C:4]=2[NH:3]1.[C:14]([NH:17][NH2:18])(=O)[CH3:15]. (5) Given the product [CH2:27]([O:29][C:30](=[O:53])[CH2:31][N:32]1[C:40]2[C:35](=[C:36]([Br:41])[CH:37]=[CH:38][CH:39]=2)[C:34]([C:42]2[C:43]([OH:51])=[CH:44][C:45]3[O:49][CH2:48][CH2:47][C:46]=3[CH:50]=2)([CH2:5][OH:16])[C:33]1=[O:52])[CH3:28], predict the reactants needed to synthesize it. The reactants are: BrC1C=CC=C2C=1C(C1C(O)=CC3OCOC=3C=1)[C:5](=[O:16])N2CCCCC.[CH2:27]([O:29][C:30](=[O:53])[CH2:31][N:32]1[C:40]2[C:35](=[C:36]([Br:41])[CH:37]=[CH:38][CH:39]=2)[CH:34]([C:42]2[C:43]([OH:51])=[CH:44][C:45]3[O:49][CH2:48][CH2:47][C:46]=3[CH:50]=2)[C:33]1=[O:52])[CH3:28]. (6) Given the product [O:13]=[C:12]([C:8]1[CH:9]=[CH:10][CH:11]=[C:6]([CH2:1][CH2:2][CH2:3][CH2:4][CH3:5])[CH:7]=1)[C:17]([O:19][CH2:20][CH3:21])=[O:18], predict the reactants needed to synthesize it. The reactants are: [CH2:1]([C:6]1[CH:7]=[C:8]([C:12]2([C:17]([O:19][CH2:20][CH3:21])=[O:18])OCC[O:13]2)[CH:9]=[CH:10][CH:11]=1)[CH2:2][CH2:3][CH2:4][CH3:5].C(=O)(O)[O-].[Na+]. (7) Given the product [F:28][C:23]1[CH:24]=[CH:25][CH:26]=[CH:27][C:22]=1[CH2:21][N:10]1[C:11]([C:13]2[CH:17]=[CH:16][O:15][N:14]=2)=[N:12][C:8]([C:3]2[CH:4]=[CH:5][CH:6]=[CH:7][N:2]=2)=[N:9]1.[F:28][C:23]1[CH:24]=[CH:25][CH:26]=[CH:27][C:22]=1[CH2:21][N:10]1[C:11]([C:13]2[CH:17]=[CH:16][O:15][N:14]=2)=[N:12][C:8]([C:3]2[N:2]=[CH:7][CH:6]=[CH:5][N:33]=2)=[N:9]1, predict the reactants needed to synthesize it. The reactants are: Cl.[N:2]1[CH:7]=[CH:6][CH:5]=[CH:4][C:3]=1[C:8]1[N:12]=[C:11]([C:13]2[CH:17]=[CH:16][O:15][N:14]=2)[NH:10][N:9]=1.[H-].[Na+].Br[CH2:21][C:22]1[CH:27]=[CH:26][CH:25]=[CH:24][C:23]=1[F:28].C(Cl)Cl.C[N:33](C=O)C. (8) Given the product [NH2:22][C:23]1[C:28]([Cl:29])=[C:27]([N:30]2[CH2:31][CH2:32][C:33]3([NH:38][CH2:37][CH2:36][NH:35][C:34]3=[O:39])[CH2:40][CH2:41]2)[C:26]([C:10]2[CH:9]=[CH:8][C:7]([C:5]3[CH:4]=[N:3][N:2]([CH3:1])[CH:6]=3)=[CH:12][CH:11]=2)=[CH:25][N:24]=1, predict the reactants needed to synthesize it. The reactants are: [CH3:1][N:2]1[CH:6]=[C:5]([C:7]2[CH:12]=[CH:11][C:10](B3OC(C)(C)C(C)(C)O3)=[CH:9][CH:8]=2)[CH:4]=[N:3]1.[NH2:22][C:23]1[C:28]([Cl:29])=[C:27]([N:30]2[CH2:41][CH2:40][C:33]3([NH:38][CH2:37][CH2:36][NH:35][C:34]3=[O:39])[CH2:32][CH2:31]2)[C:26](Br)=[CH:25][N:24]=1.C(=O)([O-])[O-].[Na+].[Na+].